This data is from Peptide-MHC class II binding affinity with 134,281 pairs from IEDB. The task is: Regression. Given a peptide amino acid sequence and an MHC pseudo amino acid sequence, predict their binding affinity value. This is MHC class II binding data. (1) The peptide sequence is RESLESLWAPFGVLR. The MHC is DRB1_1101 with pseudo-sequence DRB1_1101. The binding affinity (normalized) is 0.391. (2) The MHC is DRB1_0101 with pseudo-sequence DRB1_0101. The binding affinity (normalized) is 0.893. The peptide sequence is YDKFLAYVSTVLTGK. (3) The peptide sequence is IMRIKKLTITGKGTL. The MHC is HLA-DQA10102-DQB10602 with pseudo-sequence HLA-DQA10102-DQB10602. The binding affinity (normalized) is 0.347. (4) The peptide sequence is STDYGIFQINSRYWC. The MHC is H-2-IAd with pseudo-sequence H-2-IAd. The binding affinity (normalized) is 0. (5) The MHC is DRB1_1602 with pseudo-sequence DRB1_1602. The peptide sequence is AVQVTFTVQKGSDPKKLVLNIKYTRPGDSL. The binding affinity (normalized) is 0.653. (6) The peptide sequence is TPTEKDEYCARVNH. The MHC is DRB1_0404 with pseudo-sequence DRB1_0404. The binding affinity (normalized) is 0. (7) The binding affinity (normalized) is 0.646. The MHC is DRB1_1001 with pseudo-sequence DRB1_1001. The peptide sequence is ERKYFAATQFEPLAA. (8) The peptide sequence is IIGVLEQGKRTLTPQ. The MHC is DRB1_1302 with pseudo-sequence DRB1_1302. The binding affinity (normalized) is 0. (9) The peptide sequence is SDDQISIMKLPLSTK. The MHC is DRB1_0802 with pseudo-sequence DRB1_0802. The binding affinity (normalized) is 0.193.